Dataset: Peptide-MHC class II binding affinity with 134,281 pairs from IEDB. Task: Regression. Given a peptide amino acid sequence and an MHC pseudo amino acid sequence, predict their binding affinity value. This is MHC class II binding data. (1) The peptide sequence is TELQIVDKIDAAFKI. The MHC is DRB1_0401 with pseudo-sequence DRB1_0401. The binding affinity (normalized) is 0.498. (2) The peptide sequence is DFREFSRAKGLNQEI. The MHC is DRB5_0101 with pseudo-sequence DRB5_0101. The binding affinity (normalized) is 0.519. (3) The peptide sequence is MAVHQYTVALFLAVA. The MHC is DRB1_1201 with pseudo-sequence DRB1_1201. The binding affinity (normalized) is 0.154. (4) The peptide sequence is SLKRNSNSIVGEQNS. The MHC is DRB1_0101 with pseudo-sequence DRB1_0101. The binding affinity (normalized) is 0.572.